This data is from Reaction yield outcomes from USPTO patents with 853,638 reactions. The task is: Predict the reaction yield, written as a fraction of the theoretical maximum amount of product (1.0 means a 100% yield; for example, 0.34 means a 34% yield). The product is [CH2:1]([N:5]([CH3:6])[C:11]([NH:12][CH:13]([CH3:15])[CH3:14])=[N:10][CH:7]([CH3:9])[CH3:8])[CH2:2][CH2:3][CH3:4]. The reactants are [CH2:1]([NH:5][CH3:6])[CH2:2][CH2:3][CH3:4].[CH:7]([N:10]=[C:11]=[N:12][CH:13]([CH3:15])[CH3:14])([CH3:9])[CH3:8]. The yield is 1.00. No catalyst specified.